From a dataset of Forward reaction prediction with 1.9M reactions from USPTO patents (1976-2016). Predict the product of the given reaction. (1) Given the reactants [F:1][C:2]1[CH:7]=[C:6]([N+:8]([O-:10])=[O:9])[CH:5]=[CH:4][C:3]=1[OH:11].Br[CH2:13][CH:14]1[CH2:16][CH2:15]1.C(=O)([O-])[O-].[K+].[K+], predict the reaction product. The product is: [CH:14]1([CH2:13][O:11][C:3]2[CH:4]=[CH:5][C:6]([N+:8]([O-:10])=[O:9])=[CH:7][C:2]=2[F:1])[CH2:16][CH2:15]1. (2) Given the reactants I[CH2:2][C@@H:3]([CH3:16])[CH2:4][N:5]1[C:10]2[CH:11]=[CH:12][CH:13]=[CH:14][C:9]=2[O:8][CH2:7][C:6]1=[O:15].[CH:17](=[C:21]1[CH2:26][CH2:25][NH:24][CH2:23][CH2:22]1)[CH2:18][CH2:19][CH3:20], predict the reaction product. The product is: [CH:17](=[C:21]1[CH2:26][CH2:25][N:24]([CH2:2][C@@H:3]([CH3:16])[CH2:4][N:5]2[C:10]3[CH:11]=[CH:12][CH:13]=[CH:14][C:9]=3[O:8][CH2:7][C:6]2=[O:15])[CH2:23][CH2:22]1)[CH2:18][CH2:19][CH3:20].